This data is from HIV replication inhibition screening data with 41,000+ compounds from the AIDS Antiviral Screen. The task is: Binary Classification. Given a drug SMILES string, predict its activity (active/inactive) in a high-throughput screening assay against a specified biological target. (1) The compound is COC(=O)C1CC2(CCC1=O)Cc1ccccc1C2=O. The result is 0 (inactive). (2) The drug is Cl.O=C1CCCC1CN1CCOCC1. The result is 0 (inactive).